From a dataset of Reaction yield outcomes from USPTO patents with 853,638 reactions. Predict the reaction yield, written as a fraction of the theoretical maximum amount of product (1.0 means a 100% yield; for example, 0.34 means a 34% yield). (1) The reactants are [Br:1]P(Br)Br.O[CH:6]([C:8]1[CH:9]=[C:10]([C:25]([O:27][CH3:28])=[O:26])[CH:11]=[C:12]2[C:17]=1[O:16][C:15]([N:18]1[CH2:23][CH2:22][O:21][CH2:20][CH2:19]1)=[CH:14][C:13]2=[O:24])[CH3:7]. The catalyst is C(Cl)Cl. The product is [Br:1][CH:6]([C:8]1[CH:9]=[C:10]([C:25]([O:27][CH3:28])=[O:26])[CH:11]=[C:12]2[C:17]=1[O:16][C:15]([N:18]1[CH2:23][CH2:22][O:21][CH2:20][CH2:19]1)=[CH:14][C:13]2=[O:24])[CH3:7]. The yield is 0.790. (2) The reactants are Br[C:2]1[C:3]([O:17][CH2:18][CH:19]2[CH2:23][CH2:22][CH2:21][O:20]2)=[CH:4][C:5]2[S:9][C:8]([NH:10][C:11]([NH:13][CH2:14][CH3:15])=[O:12])=[N:7][C:6]=2[CH:16]=1.C(NC(NC1SC2C(C3C=CC=CN=3)=CC([C:45]3[CH:46]=[N:47][C:48]([C:51]([OH:54])([CH3:53])[CH3:52])=[N:49][CH:50]=3)=CC=2N=1)=O)C.P([O-])([O-])([O-])=O.[K+].[K+].[K+]. The catalyst is O1CCOCC1.CO.C1C=CC(P(C2C=CC=CC=2)[C-]2C=CC=C2)=CC=1.C1C=CC(P(C2C=CC=CC=2)[C-]2C=CC=C2)=CC=1.Cl[Pd]Cl.[Fe+2]. The product is [CH2:14]([NH:13][C:11]([NH:10][C:8]1[S:9][C:5]2[CH:4]=[C:3]([O:17][CH2:18][CH:19]3[CH2:23][CH2:22][CH2:21][O:20]3)[C:2]([C:45]3[CH:46]=[N:47][C:48]([C:51]([OH:54])([CH3:53])[CH3:52])=[N:49][CH:50]=3)=[CH:16][C:6]=2[N:7]=1)=[O:12])[CH3:15]. The yield is 0.430. (3) The reactants are [C:1]([O:5][C:6]([N:8]1[CH2:13][CH2:12][N:11]2[C:14]([C:17]([F:20])([F:19])[F:18])=[N:15][CH:16]=[C:10]2[CH2:9]1)=[O:7])([CH3:4])([CH3:3])[CH3:2].[Br:21]N1C(=O)CCC1=O. The catalyst is C(O)C. The product is [C:1]([O:5][C:6]([N:8]1[CH2:13][CH2:12][N:11]2[C:14]([C:17]([F:20])([F:18])[F:19])=[N:15][C:16]([Br:21])=[C:10]2[CH2:9]1)=[O:7])([CH3:4])([CH3:2])[CH3:3]. The yield is 0.578. (4) The reactants are [CH3:1][C:2]1[CH:7]=[CH:6][C:5]([NH:8][C:9]([O:11][CH2:12][C:13]2[CH:18]=[CH:17][CH:16]=[CH:15][CH:14]=2)=[O:10])=[CH:4][C:3]=1[CH:19]1[CH2:24][CH2:23][N:22](C(OC(C)(C)C)=O)[CH2:21][CH2:20]1.Cl. The catalyst is C(Cl)Cl. The product is [CH3:1][C:2]1[CH:7]=[CH:6][C:5]([NH:8][C:9]([O:11][CH2:12][C:13]2[CH:18]=[CH:17][CH:16]=[CH:15][CH:14]=2)=[O:10])=[CH:4][C:3]=1[CH:19]1[CH2:20][CH2:21][NH:22][CH2:23][CH2:24]1. The yield is 0.980.